Dataset: Peptide-MHC class I binding affinity with 185,985 pairs from IEDB/IMGT. Task: Regression. Given a peptide amino acid sequence and an MHC pseudo amino acid sequence, predict their binding affinity value. This is MHC class I binding data. (1) The binding affinity (normalized) is 0.453. The peptide sequence is KEKGGLEGIYY. The MHC is Mamu-A11 with pseudo-sequence Mamu-A11. (2) The peptide sequence is VLLGSFGCK. The MHC is HLA-A03:01 with pseudo-sequence HLA-A03:01. The binding affinity (normalized) is 0.771.